From a dataset of Merck oncology drug combination screen with 23,052 pairs across 39 cell lines. Regression. Given two drug SMILES strings and cell line genomic features, predict the synergy score measuring deviation from expected non-interaction effect. (1) Drug 2: Cn1nnc2c(C(N)=O)ncn2c1=O. Synergy scores: synergy=10.5. Drug 1: N#Cc1ccc(Cn2cncc2CN2CCN(c3cccc(Cl)c3)C(=O)C2)cc1. Cell line: PA1. (2) Drug 1: COC12C(COC(N)=O)C3=C(C(=O)C(C)=C(N)C3=O)N1CC1NC12. Drug 2: NC1(c2ccc(-c3nc4ccn5c(=O)[nH]nc5c4cc3-c3ccccc3)cc2)CCC1. Cell line: NCIH1650. Synergy scores: synergy=12.3. (3) Drug 1: O=S1(=O)NC2(CN1CC(F)(F)F)C1CCC2Cc2cc(C=CCN3CCC(C(F)(F)F)CC3)ccc2C1. Cell line: VCAP. Synergy scores: synergy=8.42. Drug 2: CCc1c2c(nc3ccc(O)cc13)-c1cc3c(c(=O)n1C2)COC(=O)C3(O)CC. (4) Drug 1: COc1cccc2c1C(=O)c1c(O)c3c(c(O)c1C2=O)CC(O)(C(=O)CO)CC3OC1CC(N)C(O)C(C)O1. Drug 2: CCN(CC)CCNC(=O)c1c(C)[nH]c(C=C2C(=O)Nc3ccc(F)cc32)c1C. Cell line: A375. Synergy scores: synergy=-32.0. (5) Drug 1: Cc1nc(Nc2ncc(C(=O)Nc3c(C)cccc3Cl)s2)cc(N2CCN(CCO)CC2)n1. Drug 2: COC1CC2CCC(C)C(O)(O2)C(=O)C(=O)N2CCCCC2C(=O)OC(C(C)CC2CCC(OP(C)(C)=O)C(OC)C2)CC(=O)C(C)C=C(C)C(O)C(OC)C(=O)C(C)CC(C)C=CC=CC=C1C. Cell line: NCIH520. Synergy scores: synergy=73.3. (6) Synergy scores: synergy=-14.2. Cell line: SKOV3. Drug 1: Cn1nnc2c(C(N)=O)ncn2c1=O. Drug 2: CCC1(O)C(=O)OCc2c1cc1n(c2=O)Cc2cc3c(CN(C)C)c(O)ccc3nc2-1.